This data is from Forward reaction prediction with 1.9M reactions from USPTO patents (1976-2016). The task is: Predict the product of the given reaction. (1) Given the reactants [H-].[Na+].[C:3]([C:6]1[CH:11]=[CH:10][CH:9]=[CH:8][CH:7]=1)(=[O:5])[CH3:4].Cl[C:13]1[C:18](Cl)=[CH:17][C:16]([C:20]([F:23])([F:22])[F:21])=[CH:15][N:14]=1.[ClH:24], predict the reaction product. The product is: [Cl:24][C:8]1[CH:7]=[C:6]([C:3](=[O:5])[CH3:4])[CH:11]=[C:10]([C:15]2[C:16]([C:20]([F:22])([F:21])[F:23])=[CH:17][CH:18]=[CH:13][N:14]=2)[CH:9]=1. (2) Given the reactants [NH:1]1[C:9]2[C:4](=[CH:5][CH:6]=[CH:7][CH:8]=2)[C:3]2([C:21]3[C:12](=[CH:13][C:14]4[CH2:15][CH2:16][CH2:17][O:18][C:19]=4[CH:20]=3)[O:11][CH2:10]2)[C:2]1=[O:22].FC1C2OCCOC=2C=C2OCC3(C4C(=CC=CC=4)NC3=O)C=12.Cl.Cl[CH2:48][C:49]1[C:54]([C:55]([F:58])([F:57])[F:56])=[CH:53][CH:52]=[CH:51][N:50]=1.Br.BrCC1C=CC=CN=1, predict the reaction product. The product is: [F:58][C:55]([F:56])([F:57])[C:54]1[C:49]([CH2:48][N:1]2[C:9]3[C:4](=[CH:5][CH:6]=[CH:7][CH:8]=3)[C:3]3([C:21]4[C:12](=[CH:13][C:14]5[CH2:15][CH2:16][CH2:17][O:18][C:19]=5[CH:20]=4)[O:11][CH2:10]3)[C:2]2=[O:22])=[N:50][CH:51]=[CH:52][CH:53]=1. (3) Given the reactants [Cl:1][C:2]1[CH:3]=[C:4]([CH:8]=[CH:9][C:10]=1[O:11][CH:12]([CH3:14])[CH3:13])[C:5]([OH:7])=O.CCN=C=NCCCN(C)C.C1C=CC2N(O)N=NC=2C=1.O[NH:37][C:38]([C:40]1[CH:45]=[CH:44][C:43]([CH2:46][OH:47])=[CH:42][CH:41]=1)=[NH:39], predict the reaction product. The product is: [Cl:1][C:2]1[CH:3]=[C:4]([C:5]2[O:7][N:39]=[C:38]([C:40]3[CH:45]=[CH:44][C:43]([CH2:46][OH:47])=[CH:42][CH:41]=3)[N:37]=2)[CH:8]=[CH:9][C:10]=1[O:11][CH:12]([CH3:14])[CH3:13]. (4) Given the reactants [C:1]([C:4]1[CH:5]=[N:6][C:7]2[C:12]([C:13]=1[NH:14][CH:15]1[CH2:20][CH2:19][CH:18]([NH:21]C(=O)OC(C)(C)C)[CH2:17][CH2:16]1)=[N:11][C:10]([C:29]1[CH:34]=[C:33]([Cl:35])[C:32]([OH:36])=[C:31]([Cl:37])[CH:30]=1)=[CH:9][CH:8]=2)(=[O:3])[CH3:2].C(O)(C(F)(F)F)=O.C1(N)C(F)=C(F)C(F)=C(N)C=1F.[ClH:57].Cl, predict the reaction product. The product is: [ClH:35].[ClH:57].[NH2:21][C@H:18]1[CH2:19][CH2:20][C@H:15]([NH:14][C:13]2[C:12]3[C:7](=[CH:8][CH:9]=[C:10]([C:29]4[CH:30]=[C:31]([Cl:37])[C:32]([OH:36])=[C:33]([Cl:35])[CH:34]=4)[N:11]=3)[N:6]=[CH:5][C:4]=2[C:1](=[O:3])[CH3:2])[CH2:16][CH2:17]1. (5) Given the reactants [C:1]([NH:4][CH2:5][CH2:6][CH2:7][S:8]([O:11][CH2:12][C:13]([CH3:32])([CH3:31])[C@@H:14]([O:23]CC1C=CC=CC=1)[C:15]([O:17][CH2:18][CH2:19][CH:20]([CH3:22])[CH3:21])=[O:16])(=[O:10])=[O:9])(=[O:3])[CH3:2], predict the reaction product. The product is: [C:1]([NH:4][CH2:5][CH2:6][CH2:7][S:8]([O:11][CH2:12][C:13]([CH3:31])([CH3:32])[C@@H:14]([OH:23])[C:15]([O:17][CH2:18][CH2:19][CH:20]([CH3:21])[CH3:22])=[O:16])(=[O:9])=[O:10])(=[O:3])[CH3:2]. (6) Given the reactants [CH3:1][N:2]([CH3:23])[C:3]([C:5]1[CH:9]=[C:8]([CH:10]2[C:15]3[N:16]4[N:21]=[C:20]([CH3:22])[S:19][C:17]4=[N:18][C:14]=3[CH2:13][CH2:12][NH:11]2)[S:7][CH:6]=1)=[O:4].[Cl:24][C:25]1[C:30]([O:31][CH2:32][C:33](OC(C)(C)C)=[O:34])=[CH:29][CH:28]=[C:27]([NH:40][S:41]([CH3:44])(=[O:43])=[O:42])[N:26]=1, predict the reaction product. The product is: [Cl:24][C:25]1[C:30]([O:31][CH2:32][C:33]([N:11]2[CH2:12][CH2:13][C:14]3[N:18]=[C:17]4[S:19][C:20]([CH3:22])=[N:21][N:16]4[C:15]=3[CH:10]2[C:8]2[S:7][CH:6]=[C:5]([C:3]([N:2]([CH3:23])[CH3:1])=[O:4])[CH:9]=2)=[O:34])=[CH:29][CH:28]=[C:27]([NH:40][S:41]([CH3:44])(=[O:43])=[O:42])[N:26]=1. (7) Given the reactants Cl[C:2]1[C:11]2[C:6](=[CH:7][CH:8]=[C:9]([S:12]([C:15]([CH3:18])([CH3:17])[CH3:16])(=[O:14])=[O:13])[CH:10]=2)[N:5]=[CH:4][CH:3]=1.[N:19]1[C:27]2[C:22](=[N:23][CH:24]=[C:25]([NH2:28])[CH:26]=2)[S:21][CH:20]=1.CC1(C)C2C(=C(P(C3C=CC=CC=3)C3C=CC=CC=3)C=CC=2)OC2C(P(C3C=CC=CC=3)C3C=CC=CC=3)=CC=CC1=2.C(=O)([O-])[O-].[Cs+].[Cs+], predict the reaction product. The product is: [C:15]([S:12]([C:9]1[CH:10]=[C:11]2[C:6](=[CH:7][CH:8]=1)[N:5]=[CH:4][CH:3]=[C:2]2[NH:28][C:25]1[CH:26]=[C:27]2[N:19]=[CH:20][S:21][C:22]2=[N:23][CH:24]=1)(=[O:14])=[O:13])([CH3:18])([CH3:17])[CH3:16].